This data is from Catalyst prediction with 721,799 reactions and 888 catalyst types from USPTO. The task is: Predict which catalyst facilitates the given reaction. (1) Reactant: C[O:2][C:3]([C:5]1[C:13]2[N:12]=[C:11]([C:14]3[CH:19]=[CH:18][CH:17]=[CH:16][CH:15]=3)[NH:10][C:9]=2[C:8]([O:20]C)=[CH:7][CH:6]=1)=[O:4].[Cl-].[Al+3].[Cl-].[Cl-].Cl. Product: [OH:20][C:8]1[C:9]2[NH:10][C:11]([C:14]3[CH:19]=[CH:18][CH:17]=[CH:16][CH:15]=3)=[N:12][C:13]=2[C:5]([C:3]([OH:4])=[O:2])=[CH:6][CH:7]=1. The catalyst class is: 11. (2) Product: [CH3:31][C:30]([CH3:33])([CH3:32])[CH2:29][N:9]1[C:7]2[N:8]=[C:3]([C:1]#[N:2])[N:4]=[CH:5][C:6]=2[CH:11]=[C:10]1[CH2:12][N:13]1[C:17](=[O:18])[C:16]2([CH2:19][CH2:20][NH:21][CH2:22][CH2:23]2)[N:15]([CH3:27])[C:14]1=[O:28]. The catalyst class is: 2. Reactant: [C:1]([C:3]1[N:4]=[CH:5][C:6]2[CH:11]=[C:10]([CH2:12][N:13]3[C:17](=[O:18])[C:16]4([CH2:23][CH2:22][N:21](C(O)=O)[CH2:20][CH2:19]4)[N:15]([CH3:27])[C:14]3=[O:28])[N:9]([CH2:29][C:30]([CH3:33])([CH3:32])[CH3:31])[C:7]=2[N:8]=1)#[N:2].C(O)(C(F)(F)F)=O.C([O-])(O)=O.[Na+]. (3) Reactant: Cl.[NH2:2][C@H:3]([CH2:36][C:37]1[CH:42]=[CH:41][C:40]([Cl:43])=[CH:39][CH:38]=1)[C:4]([N:6]1[CH2:11][CH2:10][CH:9]([C:12]2[CH:17]=[CH:16][CH:15]=[CH:14][C:13]=2[N:18]([S:32]([CH3:35])(=[O:34])=[O:33])[CH2:19][CH2:20][N:21]2[C:29](=[O:30])[C:28]3[C:23](=[CH:24][CH:25]=[CH:26][CH:27]=3)[C:22]2=[O:31])[CH2:8][CH2:7]1)=[O:5].CCN(C(C)C)C(C)C.[N:53]1([C:66]([O:68][C:69]([CH3:72])([CH3:71])[CH3:70])=[O:67])[CH2:62][C:61]2[C:56](=[CH:57][CH:58]=[CH:59][CH:60]=2)[CH2:55][C@H:54]1[C:63](O)=[O:64].C1C=NC2N(O)N=NC=2C=1.C(Cl)CCl. Product: [O:31]=[C:22]1[C:23]2[C:28](=[CH:27][CH:26]=[CH:25][CH:24]=2)[C:29](=[O:30])[N:21]1[CH2:20][CH2:19][N:18]([S:32]([CH3:35])(=[O:33])=[O:34])[C:13]1[CH:14]=[CH:15][CH:16]=[CH:17][C:12]=1[CH:9]1[CH2:8][CH2:7][N:6]([C:4](=[O:5])[C@H:3]([NH:2][C:63]([C@@H:54]2[CH2:55][C:56]3[C:61](=[CH:60][CH:59]=[CH:58][CH:57]=3)[CH2:62][N:53]2[C:66]([O:68][C:69]([CH3:72])([CH3:71])[CH3:70])=[O:67])=[O:64])[CH2:36][C:37]2[CH:38]=[CH:39][C:40]([Cl:43])=[CH:41][CH:42]=2)[CH2:11][CH2:10]1. The catalyst class is: 3. (4) Reactant: [F:1][C:2]1[CH:7]=[CH:6][CH:5]=[C:4]([F:8])[C:3]=1[S:9]([NH:12][C:13]1[C:14]([F:45])=[C:15]([C:19]2[N:20]=[C:21]([C:31]3([CH3:44])[CH2:36][CH2:35][N:34](C(OC(C)(C)C)=O)[CH2:33][CH2:32]3)[S:22][C:23]=2[C:24]2[CH:29]=[CH:28][N:27]=[C:26]([CH3:30])[N:25]=2)[CH:16]=[CH:17][CH:18]=1)(=[O:11])=[O:10].C(O)(C(F)(F)F)=O. Product: [F:1][C:2]1[CH:7]=[CH:6][CH:5]=[C:4]([F:8])[C:3]=1[S:9]([NH:12][C:13]1[CH:18]=[CH:17][CH:16]=[C:15]([C:19]2[N:20]=[C:21]([C:31]3([CH3:44])[CH2:36][CH2:35][NH:34][CH2:33][CH2:32]3)[S:22][C:23]=2[C:24]2[CH:29]=[CH:28][N:27]=[C:26]([CH3:30])[N:25]=2)[C:14]=1[F:45])(=[O:10])=[O:11]. The catalyst class is: 4. (5) Product: [CH3:53][N:2]([CH3:1])[CH2:3][CH2:4][NH:5][C:6]([C@:8]12[CH2:46][CH2:45][C@@H:44]([C:47]([CH2:49][N:50]([CH3:51])[CH3:52])=[CH2:48])[C@@H:9]1[C@@H:10]1[C@@:23]([CH3:26])([CH2:24][CH2:25]2)[C@@:22]2([CH3:27])[C@@H:13]([C@:14]3([CH3:43])[C@@H:19]([CH2:20][CH2:21]2)[C:18]([CH3:29])([CH3:28])[C:17]([C:30]2[CH:31]=[CH:32][C:33]([C:34]([OH:36])=[O:35])=[CH:41][CH:42]=2)=[CH:16][CH2:15]3)[CH2:12][CH2:11]1)=[O:7]. Reactant: [CH3:1][N:2]([CH3:53])[CH2:3][CH2:4][NH:5][C:6]([C@:8]12[CH2:46][CH2:45][C@@H:44]([C:47]([CH2:49][N:50]([CH3:52])[CH3:51])=[CH2:48])[C@@H:9]1[C@@H:10]1[C@@:23]([CH3:26])([CH2:24][CH2:25]2)[C@@:22]2([CH3:27])[C@@H:13]([C@:14]3([CH3:43])[C@@H:19]([CH2:20][CH2:21]2)[C:18]([CH3:29])([CH3:28])[C:17]([C:30]2[CH:42]=[CH:41][C:33]([C:34]([O:36]C(C)(C)C)=[O:35])=[CH:32][CH:31]=2)=[CH:16][CH2:15]3)[CH2:12][CH2:11]1)=[O:7].C(O)(C(F)(F)F)=O. The catalyst class is: 2. (6) Product: [CH2:34]([C:20]1[CH:21]=[C:22]([C:25]2[S:26][C:27]3[CH2:33][CH2:32][CH2:31][CH2:30][C:28]=3[N:29]=2)[CH:23]=[CH:24][C:19]=1[O:18][CH2:17][CH2:16][CH2:15][O:14][C:10]1[CH:9]=[C:8]2[C:13](=[CH:12][CH:11]=1)[N:5]([CH2:4][C:3]([OH:37])=[O:2])[CH:6]=[CH:7]2)[CH2:35][CH3:36]. Reactant: C[O:2][C:3](=[O:37])[CH2:4][N:5]1[C:13]2[C:8](=[CH:9][C:10]([O:14][CH2:15][CH2:16][CH2:17][O:18][C:19]3[CH:24]=[CH:23][C:22]([C:25]4[S:26][C:27]5[CH2:33][CH2:32][CH2:31][CH2:30][C:28]=5[N:29]=4)=[CH:21][C:20]=3[CH2:34][CH2:35][CH3:36])=[CH:11][CH:12]=2)[CH:7]=[CH:6]1.O[Li].O. The catalyst class is: 20.